This data is from Reaction yield outcomes from USPTO patents with 853,638 reactions. The task is: Predict the reaction yield, written as a fraction of the theoretical maximum amount of product (1.0 means a 100% yield; for example, 0.34 means a 34% yield). (1) The reactants are O[CH:2]1[C:6]2[CH:7]=[C:8]([NH:13][C:14](=[O:20])[CH2:15][C:16]([CH3:19])([CH3:18])[CH3:17])[C:9]([CH3:12])=[C:10]([CH3:11])[C:5]=2[O:4][C:3]1([CH3:22])[CH3:21].[F:23][C:24]([F:34])([F:33])[O:25][C:26]1[CH:31]=[CH:30][CH:29]=[CH:28][C:27]=1[NH2:32]. The catalyst is C(OCC)(=O)C.CCCCCC. The product is [F:23][C:24]([F:33])([F:34])[O:25][C:26]1[CH:31]=[CH:30][CH:29]=[CH:28][C:27]=1[NH:32][CH:2]1[C:6]2[CH:7]=[C:8]([NH:13][C:14](=[O:20])[CH2:15][C:16]([CH3:17])([CH3:19])[CH3:18])[C:9]([CH3:12])=[C:10]([CH3:11])[C:5]=2[O:4][C:3]1([CH3:21])[CH3:22]. The yield is 0.730. (2) The reactants are [CH2:1]([C:9]1[CH:25]=[CH:24][C:12]([CH2:13][NH:14][C:15](=[O:23])[NH:16][CH2:17][C:18]([O:20]CC)=[O:19])=[CH:11][CH:10]=1)[CH2:2][CH2:3][CH2:4][CH2:5][CH2:6][CH2:7][CH3:8].C(C1C=CC(NC(=O)NCCC(OCC)=O)=CC=1)CCCCCCC. No catalyst specified. The product is [CH2:1]([C:9]1[CH:10]=[CH:11][C:12]([CH2:13][NH:14][C:15](=[O:23])[NH:16][CH2:17][C:18]([OH:20])=[O:19])=[CH:24][CH:25]=1)[CH2:2][CH2:3][CH2:4][CH2:5][CH2:6][CH2:7][CH3:8]. The yield is 0.870. (3) The reactants are C([C:4]1[CH:8]=[CH:7][S:6]C=1)(=O)C.[S:9]1[CH:13]=[CH:12][C:11]([C:14]([CH2:16][C:17]#[N:18])=[O:15])=[CH:10]1.N1CCOC[CH2:20]1.[S]. The catalyst is CC(=O)CC. The product is [NH2:18][C:17]1[S:6][C:7]([CH3:20])=[C:8]([CH3:4])[C:16]=1[C:14]([C:11]1[CH:12]=[CH:13][S:9][CH:10]=1)=[O:15]. The yield is 0.380. (4) The reactants are Cl.Cl.[NH2:3][C@@H:4]([C:7]1[C:8]([O:14][CH3:15])=[N:9][CH:10]=[C:11]([F:13])[CH:12]=1)[CH2:5][OH:6].[OH-].[K+].Cl[C:19](Cl)([O:21]C(=O)OC(Cl)(Cl)Cl)Cl. The catalyst is C1COCC1. The product is [F:13][C:11]1[CH:12]=[C:7]([C@H:4]2[CH2:5][O:6][C:19](=[O:21])[NH:3]2)[C:8]([O:14][CH3:15])=[N:9][CH:10]=1. The yield is 0.350.